Dataset: Catalyst prediction with 721,799 reactions and 888 catalyst types from USPTO. Task: Predict which catalyst facilitates the given reaction. (1) Reactant: [CH2:1]([Li])CCC.[CH3:6][C:7]1([O:14][CH:15]2[CH2:20][CH2:19][CH2:18][CH2:17][O:16]2)[CH2:12][CH2:11][C:10](=O)[CH2:9][CH2:8]1.CC(C)=O. Product: [CH3:6][C:7]1([O:14][CH:15]2[CH2:20][CH2:19][CH2:18][CH2:17][O:16]2)[CH2:12][CH2:11][C:10](=[CH2:1])[CH2:9][CH2:8]1. The catalyst class is: 307. (2) The catalyst class is: 64. Reactant: [C:1]([C:4]1[CH:5]=[C:6]([C:11]2[N:15]([CH2:16][CH:17]3[CH2:22][CH2:21][CH2:20][CH2:19][CH2:18]3)[C:14]([CH3:23])=[C:13]([C:24]([O:26][CH2:27][CH3:28])=[O:25])[CH:12]=2)[CH:7]=[CH:8][C:9]=1[OH:10])(=[O:3])[CH3:2].[O:29](S(C(F)(F)F)(=O)=O)[S:30]([C:33]([F:36])([F:35])[F:34])(=O)=[O:31]. Product: [C:1]([C:4]1[CH:5]=[C:6]([C:11]2[N:15]([CH2:16][CH:17]3[CH2:18][CH2:19][CH2:20][CH2:21][CH2:22]3)[C:14]([CH3:23])=[C:13]([C:24]([O:26][CH2:27][CH3:28])=[O:25])[CH:12]=2)[CH:7]=[CH:8][C:9]=1[O:10][S:30]([C:33]([F:36])([F:35])[F:34])(=[O:31])=[O:29])(=[O:3])[CH3:2]. (3) The catalyst class is: 3. Product: [CH2:1]([C:7]1[CH:8]=[C:9]([C:13]2[N:17]([CH3:18])[C:16]([C:19]([N:62]3[CH2:63][CH2:64][CH:59]([N:54]4[CH2:58][CH2:57][CH2:56][CH2:55]4)[CH2:60][CH2:61]3)=[O:21])=[C:15]([I:22])[N:14]=2)[CH:10]=[CH:11][CH:12]=1)[CH2:2][CH2:3][CH2:4][CH2:5][CH3:6]. Reactant: [CH2:1]([C:7]1[CH:8]=[C:9]([C:13]2[N:17]([CH3:18])[C:16]([C:19]([OH:21])=O)=[C:15]([I:22])[N:14]=2)[CH:10]=[CH:11][CH:12]=1)[CH2:2][CH2:3][CH2:4][CH2:5][CH3:6].CN(C(ON1N=NC2C=CC=NC1=2)=[N+](C)C)C.F[P-](F)(F)(F)(F)F.CCN(CC)CC.[N:54]1([CH:59]2[CH2:64][CH2:63][NH:62][CH2:61][CH2:60]2)[CH2:58][CH2:57][CH2:56][CH2:55]1. (4) Reactant: [Cl:1][C:2]1[CH:7]=[CH:6][C:5]([S:8]([NH:11][C:12]2[CH:28]=[C:27]([NH2:29])[CH:26]=[CH:25][C:13]=2[O:14][C:15]2[CH:16]=[C:17]([CH2:21][C:22]([OH:24])=[O:23])[CH:18]=[CH:19][CH:20]=2)(=[O:10])=[O:9])=[CH:4][CH:3]=1.[C:30](O[C:30](=[O:33])[CH2:31][CH3:32])(=[O:33])[CH2:31][CH3:32]. Product: [Cl:1][C:2]1[CH:3]=[CH:4][C:5]([S:8]([NH:11][C:12]2[CH:28]=[C:27]([NH:29][C:30](=[O:33])[CH2:31][CH3:32])[CH:26]=[CH:25][C:13]=2[O:14][C:15]2[CH:16]=[C:17]([CH2:21][C:22]([OH:24])=[O:23])[CH:18]=[CH:19][CH:20]=2)(=[O:10])=[O:9])=[CH:6][CH:7]=1. The catalyst class is: 25. (5) Reactant: Cl[CH2:2][C:3]([N:5]([CH2:23][C:24]([O:26]C)=O)[C@H:6]1[CH2:11][CH2:10][C@@H:9]([N:12]2[C:16]3[N:17]=[CH:18][N:19]=[C:20]([Cl:21])[C:15]=3[C:14]([I:22])=[CH:13]2)[CH2:8][CH2:7]1)=[O:4].[CH3:28][NH2:29]. Product: [Cl:21][C:20]1[C:15]2[C:14]([I:22])=[CH:13][N:12]([C@@H:9]3[CH2:10][CH2:11][C@H:6]([N:5]4[CH2:23][C:24](=[O:26])[N:29]([CH3:28])[CH2:2][C:3]4=[O:4])[CH2:7][CH2:8]3)[C:16]=2[N:17]=[CH:18][N:19]=1. The catalyst class is: 7. (6) Reactant: [H-].[Na+].[C:3]([CH2:5]P(=O)(OCC)OCC)#[N:4].[CH2:14]([NH:16][C:17]1[C:22]([CH:23]=O)=[CH:21][N:20]=[C:19]([NH:25][C:26]2[CH:31]=[CH:30][CH:29]=[CH:28][CH:27]=2)[N:18]=1)[CH3:15]. Product: [CH2:14]([NH:16][C:17]1[C:22]([CH:23]=[CH:5][C:3]#[N:4])=[CH:21][N:20]=[C:19]([NH:25][C:26]2[CH:31]=[CH:30][CH:29]=[CH:28][CH:27]=2)[N:18]=1)[CH3:15]. The catalyst class is: 9. (7) Reactant: [OH:1][C@H:2]1[CH2:7][CH2:6][C@H:5]([C:8]2[CH:13]=[CH:12][C:11]([OH:14])=[CH:10][CH:9]=2)[CH2:4][CH2:3]1.Br[CH2:16][C:17]1[CH:22]=[CH:21][C:20]([O:23][CH3:24])=[CH:19][CH:18]=1.C(=O)([O-])[O-].[K+].[K+]. Product: [CH3:24][O:23][C:20]1[CH:21]=[CH:22][C:17]([CH2:16][O:14][C:11]2[CH:10]=[CH:9][C:8]([C@H:5]3[CH2:4][CH2:3][C@H:2]([OH:1])[CH2:7][CH2:6]3)=[CH:13][CH:12]=2)=[CH:18][CH:19]=1. The catalyst class is: 21. (8) Reactant: [CH2:1]([CH:5]1[CH2:10][C:9](=[O:11])[CH2:8][C:7](=[O:12])[N:6]1C(OC(C)(C)C)=O)[CH:2]([CH3:4])[CH3:3]. Product: [CH2:1]([CH:5]1[NH:6][C:7](=[O:12])[CH2:8][C:9](=[O:11])[CH2:10]1)[CH:2]([CH3:4])[CH3:3]. The catalyst class is: 393.